From a dataset of Peptide-MHC class I binding affinity with 185,985 pairs from IEDB/IMGT. Regression. Given a peptide amino acid sequence and an MHC pseudo amino acid sequence, predict their binding affinity value. This is MHC class I binding data. (1) The peptide sequence is KSRCASPST. The MHC is HLA-B35:01 with pseudo-sequence HLA-B35:01. The binding affinity (normalized) is 0.0847. (2) The peptide sequence is WFGHLASDW. The MHC is HLA-A30:01 with pseudo-sequence HLA-A30:01. The binding affinity (normalized) is 0.0847. (3) The peptide sequence is ISRQIHWCW. The MHC is HLA-A26:01 with pseudo-sequence HLA-A26:01. The binding affinity (normalized) is 0.0847. (4) The peptide sequence is RYWYLNHTV. The MHC is HLA-A01:01 with pseudo-sequence HLA-A01:01. The binding affinity (normalized) is 0.0527. (5) The peptide sequence is KPFKYAAAF. The MHC is Mamu-B17 with pseudo-sequence Mamu-B17. The binding affinity (normalized) is 0.307. (6) The peptide sequence is VSLCLSDFM. The MHC is H-2-Kb with pseudo-sequence H-2-Kb. The binding affinity (normalized) is 0.419. (7) The peptide sequence is DTRGIFSAY. The MHC is HLA-A25:01 with pseudo-sequence HLA-A25:01. The binding affinity (normalized) is 0.834. (8) The peptide sequence is STYSDICSK. The MHC is HLA-A33:01 with pseudo-sequence HLA-A33:01. The binding affinity (normalized) is 0.363. (9) The peptide sequence is LMQSLYDWI. The MHC is HLA-A02:01 with pseudo-sequence HLA-A02:01. The binding affinity (normalized) is 0.666. (10) The MHC is HLA-A11:01 with pseudo-sequence HLA-A11:01. The peptide sequence is TVWEVQGYK. The binding affinity (normalized) is 1.00.